Dataset: Experimentally validated miRNA-target interactions with 360,000+ pairs, plus equal number of negative samples. Task: Binary Classification. Given a miRNA mature sequence and a target amino acid sequence, predict their likelihood of interaction. (1) The miRNA is hsa-miR-5583-3p with sequence GAAUAUGGGUAUAUUAGUUUGG. The protein sequence of the target gene is MTARGQSPLAPLLETLEDPSASHGGQTDAYLTLTSRMTGEEGKEVITEIEKKLPRLYKVLKTHISSQNSELSSAALQALGFCLYNPKITSELSEANALELLSKLNDTIKNSDKNVRTRALWVISKQTFPSEVVGKMVSSIIDSLEILFNKGETHSAVVDFEALNVIVRLIEQAPIQMGEEAVRWAKLVIPLVVHSAQKVHLRGATALEMGMPLLLQKQQEIASITEQLMTTKLISELQKLFMSKNETYVLKLWPLFVKLLGRTLHRSGSFINSLLQLEELGFRSGAPMIKKIAFIAWKSL.... Result: 1 (interaction). (2) The miRNA is hsa-miR-215-5p with sequence AUGACCUAUGAAUUGACAGAC. The protein sequence of the target gene is MSSRKSKSNSLIHTECLSQVQRILRERFCRQSPHSNLFGVQVQYKHLSELLKRTALHGESNSVLIIGPRGSGKTMLINHALKELMEIEEVSENVLQVHLNGLLQINDKIALKEITRQLNLENVVGDKVFGSFAENLSFLLEALKKGDRTSSCPVIFILDEFDLFAHHKNQTLLYNLFDISQSAQTPIAVIGLTCRLDILELLEKRVKSRFSHRQIHLMNSFGFPQYVKIFKEQLSLPAEFPDKVFAEKWNENVQYLSEDRSVQEVLQKHFNISKNLRSLHMLLMLALNRVTASHPFMTAV.... Result: 1 (interaction). (3) The miRNA is hsa-miR-6515-5p with sequence UUGGAGGGUGUGGAAGACAUC. The protein sequence of the target gene is MLCPWRTANLGLLLILTIFLVAASSSLCMDEKQITQNYSKVLAEVNTSWPVKMATNAVLCCPPIALRNLIIITWEIILRGQPSCTKAYRKETNETKETNCTDERITWVSRPDQNSDLQIRPVAITHDGYYRCIMVTPDGNFHRGYHLQVLVTPEVTLFQNRNRTAVCKAVAGKPAAQISWIPEGDCATKQEYWSNGTVTVKSTCHWEVHNVSTVTCHVSHLTGNKSLYIELLPVPGAKKSAKLYIPYIILTIIILTIVGFIWLLKVNGCRKYKLNKTESTPVVEEDEMQPYASYTEKNNP.... Result: 1 (interaction). (4) The miRNA is hsa-miR-6502-5p with sequence AGCUCUAGAAAGAUUGUUGACC. The protein sequence of the target gene is MASFPETDFQICLLCKEMCGSPAPLSSNSSASSSSSQTSTSSGGGGGGPGAAARRLHVLPCLHAFCRPCLEAHRLPAAGGGAAGEPLKLRCPVCDQKVVLAEAAGMDALPSSAFLLSNLLDAVVATADEPPPKNGRAGAPAGAGGHSNHRHHAHHAHPRASASAPPLPQAPQPPAPSRSAPGGPAASPSALLLRRPHGCSSCDEGNAASSRCLDCQEHLCDNCVRAHQRVRLTKDHYIERGPPGPGAAAAAQQLGLGPPFPGPPFSILSVFPERLGFCQHHDDEVLHLYCDTCSVPICRE.... Result: 0 (no interaction). (5) The miRNA is hsa-miR-3606-5p with sequence UUAGUGAAGGCUAUUUUAAUU. The protein sequence of the target gene is MAGMALARAWKQMSWFYYQYLLVTALYMLEPWERTVFNSMLVSIVGMALYTGYVFMPQHIMAILHYFEIVQ. Result: 0 (no interaction).